This data is from Forward reaction prediction with 1.9M reactions from USPTO patents (1976-2016). The task is: Predict the product of the given reaction. (1) Given the reactants [CH:1]1([N:6]2[CH2:12][C:11]([F:14])([F:13])[C:10](=[O:15])[N:9]([CH3:16])[C:8]3[CH:17]=[N:18][C:19]([NH:21][C:22]4[CH:30]=[CH:29][C:25]([C:26]([OH:28])=O)=[CH:24][C:23]=4[C:31]([F:34])([F:33])[F:32])=[N:20][C:7]2=3)[CH2:5][CH2:4][CH2:3][CH2:2]1.ON1C2C=CC=CC=2N=N1.F[P-](F)(F)(F)(F)F.CN(C(N(C)C)=[N+]1C2C=CC=CC=2[N+]([O-])=N1)C.C(N(C(C)C)CC)(C)C.[CH3:78][N:79]([CH3:83])[CH2:80][CH2:81][NH2:82], predict the reaction product. The product is: [CH:1]1([N:6]2[CH2:12][C:11]([F:13])([F:14])[C:10](=[O:15])[N:9]([CH3:16])[C:8]3[CH:17]=[N:18][C:19]([NH:21][C:22]4[CH:30]=[CH:29][C:25]([C:26]([NH:82][CH2:81][CH2:80][N:79]([CH3:83])[CH3:78])=[O:28])=[CH:24][C:23]=4[C:31]([F:34])([F:32])[F:33])=[N:20][C:7]2=3)[CH2:2][CH2:3][CH2:4][CH2:5]1. (2) Given the reactants [NH2:8][CH2:7][C:6](O[C:6](=[O:9])[CH2:7][NH2:8])=[O:9].[H-].[Na+].[Cl:12][CH2:13][CH2:14][CH2:15]Br, predict the reaction product. The product is: [Cl:12][CH2:13][CH2:14][CH2:15][N:8]1[CH2:7][C:6](=[O:9])[N:8]([CH2:15][CH2:14][CH2:13][Cl:12])[CH2:7][C:6]1=[O:9].